Dataset: HIV replication inhibition screening data with 41,000+ compounds from the AIDS Antiviral Screen. Task: Binary Classification. Given a drug SMILES string, predict its activity (active/inactive) in a high-throughput screening assay against a specified biological target. (1) The molecule is Cc1[s+]c2ccccc2c2[nH]c3ccccc3c12.[O-][Cl+3]([O-])([O-])O. The result is 0 (inactive). (2) The drug is FC(F)(Sc1ncc[nH]1)c1nc2ccccc2o1. The result is 0 (inactive). (3) The drug is O=C(O)Cc1ccc2c(c1O)C(=O)c1c(ccc(CC(=O)O)c1O)C2=O. The result is 0 (inactive). (4) The molecule is Cc1cc(O)c2c(n1)c1c(c3nc(C)c(O)cc32)Oc2ccccc2O1. The result is 0 (inactive). (5) The compound is O=C1Sc2cc3c(cc2C(=O)N2CCCC12)OCO3. The result is 0 (inactive). (6) The molecule is COCCN1C(=O)C(NC(C)=O)C1COC(C)(C)C. The result is 0 (inactive). (7) The result is 0 (inactive). The drug is CCC1N[Cu-3]2(NC(CC)C(=O)O2)OC1=O.